This data is from TCR-epitope binding with 47,182 pairs between 192 epitopes and 23,139 TCRs. The task is: Binary Classification. Given a T-cell receptor sequence (or CDR3 region) and an epitope sequence, predict whether binding occurs between them. (1) The epitope is SLYNTVATL. The TCR CDR3 sequence is CASIRGQDYNEQFF. Result: 0 (the TCR does not bind to the epitope). (2) The epitope is GLIYNRMGAVTTEV. The TCR CDR3 sequence is CASSGGSGTDTQYF. Result: 0 (the TCR does not bind to the epitope). (3) The epitope is QASQEVKNW. The TCR CDR3 sequence is CAISAPDIAGNTIYF. Result: 1 (the TCR binds to the epitope). (4) The TCR CDR3 sequence is CASSHNSPLHF. Result: 0 (the TCR does not bind to the epitope). The epitope is YFPLQSYGF. (5) The epitope is IQYIDIGNY. The TCR CDR3 sequence is CASSYGQITGELFF. Result: 1 (the TCR binds to the epitope).